Dataset: Reaction yield outcomes from USPTO patents with 853,638 reactions. Task: Predict the reaction yield, written as a fraction of the theoretical maximum amount of product (1.0 means a 100% yield; for example, 0.34 means a 34% yield). (1) The reactants are [F:1][C:2]1[CH:10]=[CH:9][CH:8]=[C:7]2[C:3]=1[C:4]([NH2:35])=[N:5][C:6]2([C:21]1[CH:26]=[CH:25][C:24]([O:27]C)=[C:23]([C:29]2[CH:34]=[N:33][CH:32]=[CH:31][N:30]=2)[CH:22]=1)[C:11]1[CH:16]=[CH:15][N:14]=[C:13]([C:17]([F:20])([F:19])[F:18])[CH:12]=1.B(Br)(Br)Br.O.N. The catalyst is C(Cl)Cl. The product is [NH2:35][C:4]1[C:3]2[C:7](=[CH:8][CH:9]=[CH:10][C:2]=2[F:1])[C:6]([C:21]2[CH:26]=[CH:25][C:24]([OH:27])=[C:23]([C:29]3[CH:34]=[N:33][CH:32]=[CH:31][N:30]=3)[CH:22]=2)([C:11]2[CH:16]=[CH:15][N:14]=[C:13]([C:17]([F:20])([F:18])[F:19])[CH:12]=2)[N:5]=1. The yield is 0.320. (2) The reactants are [Cl:1][C:2]1[CH:7]=[CH:6][N:5]=[C:4]([NH:8][C@@H:9]([CH2:12][O:13][CH3:14])[CH2:10][CH3:11])[C:3]=1[N+:15]([O-])=O.O.O.Cl[Sn]Cl. The catalyst is CCOCC.Cl. The product is [Cl:1][C:2]1[CH:7]=[CH:6][N:5]=[C:4]([NH:8][C@@H:9]([CH2:12][O:13][CH3:14])[CH2:10][CH3:11])[C:3]=1[NH2:15]. The yield is 0.130. (3) The reactants are [CH3:1][O:2][CH2:3][C:4]1[N:8]([CH3:9])[N:7]=[C:6]([C:10]([O:12]CC)=[O:11])[CH:5]=1.[Li+].[OH-]. The catalyst is CO. The product is [CH3:1][O:2][CH2:3][C:4]1[N:8]([CH3:9])[N:7]=[C:6]([C:10]([OH:12])=[O:11])[CH:5]=1. The yield is 0.950. (4) The reactants are [CH2:1]([O:8][C:9]1[C:14](=[O:15])[CH:13]=[CH:12][NH:11][C:10]=1[CH3:16])[C:2]1[CH:7]=[CH:6][CH:5]=[CH:4][CH:3]=1.[Br:17]N1C(=O)CCC1=O. The catalyst is C(#N)C. The product is [CH2:1]([O:8][C:9]1[C:10]([CH3:16])=[N:11][CH:12]=[C:13]([Br:17])[C:14]=1[OH:15])[C:2]1[CH:3]=[CH:4][CH:5]=[CH:6][CH:7]=1. The yield is 0.880. (5) The product is [F:31][C:32]([F:50])([F:49])[C:33]1[CH:34]=[C:35]([C:43]([CH3:48])([CH3:47])[C:44]([N:2]([CH3:1])[C:3]2[CH:4]=[N:5][C:6]([N:16]3[CH2:21][CH2:20][S:19][CH2:18][CH2:17]3)=[CH:7][C:8]=2[C:9]2[CH:14]=[CH:13][CH:12]=[CH:11][C:10]=2[CH3:15])=[O:45])[CH:36]=[C:37]([C:39]([F:42])([F:41])[F:40])[CH:38]=1. The catalyst is O1CCCC1. The yield is 0.800. The reactants are [CH3:1][NH:2][C:3]1[CH:4]=[N:5][C:6]([N:16]2[CH2:21][CH2:20][S:19][CH2:18][CH2:17]2)=[CH:7][C:8]=1[C:9]1[CH:14]=[CH:13][CH:12]=[CH:11][C:10]=1[CH3:15].C(N(C(C)C)C(C)C)C.[F:31][C:32]([F:50])([F:49])[C:33]1[CH:34]=[C:35]([C:43]([CH3:48])([CH3:47])[C:44](Cl)=[O:45])[CH:36]=[C:37]([C:39]([F:42])([F:41])[F:40])[CH:38]=1. (6) The reactants are [CH3:1][O:2][C:3]([C:5]1[CH:6]=[C:7]([C:19]2[CH:24]=[CH:23][CH:22]=[C:21]([C:25]#[N:26])[CH:20]=2)[C:8]([C:15]([F:18])([F:17])[F:16])=[CH:9][C:10]=1[NH:11]C(=O)C)=[O:4].O.S(=O)(=O)(O)O. The catalyst is CO. The product is [CH3:1][O:2][C:3]([C:5]1[CH:6]=[C:7]([C:19]2[CH:24]=[CH:23][CH:22]=[C:21]([C:25]#[N:26])[CH:20]=2)[C:8]([C:15]([F:16])([F:17])[F:18])=[CH:9][C:10]=1[NH2:11])=[O:4]. The yield is 0.660. (7) The reactants are [Cl:1][C:2]1[CH:3]=[C:4]([C:8]2[CH:9]=[C:10]([CH2:18][N:19]3[CH:23]=[N:22][C:21]([C:24]#[N:25])=[N:20]3)[CH:11]=[N:12][C:13]=2[O:14][CH:15]([F:17])[F:16])[CH:5]=[CH:6][CH:7]=1.CC(C[AlH]CC(C)C)C. The catalyst is C(Cl)Cl. The product is [Cl:1][C:2]1[CH:3]=[C:4]([C:8]2[CH:9]=[C:10]([CH2:18][N:19]3[CH:23]=[N:22][C:21]([CH2:24][NH2:25])=[N:20]3)[CH:11]=[N:12][C:13]=2[O:14][CH:15]([F:17])[F:16])[CH:5]=[CH:6][CH:7]=1. The yield is 0.100. (8) The reactants are Br[C:2]1[CH:3]=[C:4]([C:7]2[CH:12]=[CH:11][N:10]=[C:9]([NH:13][C:14]3[CH:15]=[C:16]([CH:20]([OH:22])[CH3:21])[CH:17]=[CH:18][CH:19]=3)[N:8]=2)[S:5][CH:6]=1.[CH2:23]([NH2:27])[CH:24]([CH3:26])[CH3:25].C1C[O:31][CH2:30]C1.C1CCN2C(=NCCC2)CC1. The catalyst is CS(C)=O.[C-]#[O+].[C-]#[O+].[C-]#[O+].[C-]#[O+].[C-]#[O+].[C-]#[O+].[Mo]. The product is [CH2:23]([NH:27][C:30]([C:2]1[CH:3]=[C:4]([C:7]2[CH:12]=[CH:11][N:10]=[C:9]([NH:13][C:14]3[CH:19]=[CH:18][CH:17]=[C:16]([CH:20]([OH:22])[CH3:21])[CH:15]=3)[N:8]=2)[S:5][CH:6]=1)=[O:31])[CH:24]([CH3:26])[CH3:25]. The yield is 0.250. (9) The reactants are Cl[C:2]1[N:7]=[C:6]([NH:8][CH3:9])[CH:5]=[CH:4][N:3]=1.C(N(C(C)C)CC)(C)C.[F:19][C:20]([F:38])([F:37])[C:21]1[CH:26]=[CH:25][CH:24]=[CH:23][C:22]=1[CH2:27][NH:28][C:29]([CH:31]1[CH2:36][CH2:35][NH:34][CH2:33][CH2:32]1)=[O:30]. The catalyst is C(O)C. The product is [CH3:9][NH:8][C:6]1[CH:5]=[CH:4][N:3]=[C:2]([N:34]2[CH2:35][CH2:36][CH:31]([C:29]([NH:28][CH2:27][C:22]3[CH:23]=[CH:24][CH:25]=[CH:26][C:21]=3[C:20]([F:19])([F:37])[F:38])=[O:30])[CH2:32][CH2:33]2)[N:7]=1. The yield is 0.0820.